From a dataset of Peptide-MHC class I binding affinity with 185,985 pairs from IEDB/IMGT. Regression. Given a peptide amino acid sequence and an MHC pseudo amino acid sequence, predict their binding affinity value. This is MHC class I binding data. (1) The peptide sequence is QTVEMSPFY. The MHC is HLA-A23:01 with pseudo-sequence HLA-A23:01. The binding affinity (normalized) is 0.213. (2) The peptide sequence is LIMEFNSLL. The MHC is HLA-A25:01 with pseudo-sequence HLA-A25:01. The binding affinity (normalized) is 0.0847. (3) The peptide sequence is ESEVDDPAM. The MHC is HLA-B51:01 with pseudo-sequence HLA-B51:01. The binding affinity (normalized) is 0.0847. (4) The peptide sequence is GTITGGVCYY. The MHC is HLA-A68:02 with pseudo-sequence HLA-A68:02. The binding affinity (normalized) is 0.136. (5) The peptide sequence is TLNGIMMNER. The MHC is HLA-A11:01 with pseudo-sequence HLA-A11:01. The binding affinity (normalized) is 0.335. (6) The peptide sequence is KGFFRVFKK. The MHC is HLA-A29:02 with pseudo-sequence HLA-A29:02. The binding affinity (normalized) is 0.516. (7) The peptide sequence is FNNTKFDYY. The MHC is HLA-A32:01 with pseudo-sequence HLA-A32:01. The binding affinity (normalized) is 0. (8) The peptide sequence is TLMNVITLV. The MHC is HLA-B40:01 with pseudo-sequence HLA-B40:01. The binding affinity (normalized) is 0.0847. (9) The peptide sequence is RQDPTAFEF. The MHC is Mamu-B52 with pseudo-sequence Mamu-B52. The binding affinity (normalized) is 0.498. (10) The peptide sequence is NQECWDSVF. The binding affinity (normalized) is 0.0847. The MHC is HLA-A11:01 with pseudo-sequence HLA-A11:01.